Regression. Given a peptide amino acid sequence and an MHC pseudo amino acid sequence, predict their binding affinity value. This is MHC class I binding data. From a dataset of Peptide-MHC class I binding affinity with 185,985 pairs from IEDB/IMGT. (1) The peptide sequence is ETTVNAHQI. The MHC is Mamu-A01 with pseudo-sequence Mamu-A01. The binding affinity (normalized) is 0.370. (2) The peptide sequence is RVFPGDHFY. The MHC is HLA-A03:01 with pseudo-sequence HLA-A03:01. The binding affinity (normalized) is 0.529.